Dataset: Reaction yield outcomes from USPTO patents with 853,638 reactions. Task: Predict the reaction yield, written as a fraction of the theoretical maximum amount of product (1.0 means a 100% yield; for example, 0.34 means a 34% yield). (1) The reactants are Cl.[CH3:2][C:3]1[CH:4]=[CH:5][C:6]2[CH2:7][NH:8][C@@H:9]3[C@@H:14]([C:15]=2[CH:16]=1)[C:13]1[CH:17]=[C:18]([O:23]C)[C:19]([O:21]C)=[CH:20][C:12]=1[CH2:11][CH2:10]3.C(=O)(O)[O-].B(Br)(Br)Br.[Cl:33]CCl. The catalyst is O. The product is [ClH:33].[CH3:2][C:3]1[CH:4]=[CH:5][C:6]2[CH2:7][NH:8][C@@H:9]3[C@@H:14]([C:15]=2[CH:16]=1)[C:13]1[CH:17]=[C:18]([OH:23])[C:19]([OH:21])=[CH:20][C:12]=1[CH2:11][CH2:10]3. The yield is 0.520. (2) The reactants are C(Cl)(=O)C(Cl)=O.CS(C)=O.C(Cl)(Cl)Cl.C(=O)=O.[Si:18]([O:35][C:36]1[CH:53]=[CH:52][C:51]2[C@@H:50]3[C@H:41]([C@H:42]4[C@@:46]([CH2:48][CH:49]3[OH:54])([CH3:47])[CH:45]3[O:55][CH2:56][CH2:57][O:58][CH:44]3[CH2:43]4)[CH2:40][CH2:39][C:38]=2[CH:37]=1)([C:31]([CH3:34])([CH3:33])[CH3:32])([C:25]1[CH:30]=[CH:29][CH:28]=[CH:27][CH:26]=1)[C:19]1[CH:24]=[CH:23][CH:22]=[CH:21][CH:20]=1.C(N(CC)CC)C. The catalyst is ClCCl. The product is [Si:18]([O:35][C:36]1[CH:53]=[CH:52][C:51]2[C@@H:50]3[C@H:41]([C@H:42]4[C@@:46]([CH2:48][C:49]3=[O:54])([CH3:47])[CH:45]3[O:55][CH2:56][CH2:57][O:58][CH:44]3[CH2:43]4)[CH2:40][CH2:39][C:38]=2[CH:37]=1)([C:31]([CH3:34])([CH3:33])[CH3:32])([C:25]1[CH:26]=[CH:27][CH:28]=[CH:29][CH:30]=1)[C:19]1[CH:24]=[CH:23][CH:22]=[CH:21][CH:20]=1. The yield is 0.840. (3) The reactants are CS[C:3](SC)=[C:4]1[C:13](=[O:14])[C:12]2[C:7](=[CH:8][CH:9]=[CH:10][CH:11]=2)[N:6]([NH:15][CH2:16][CH:17]2[CH2:19][CH2:18]2)[C:5]1=[O:20].[NH2:23][C:24]1[S:25][CH:26]=[C:27]([CH2:33][O:34][CH2:35][O:36][CH3:37])[C:28]=1[S:29]([NH2:32])(=[O:31])=[O:30]. The catalyst is O1CCOCC1. The product is [CH:17]1([CH2:16][NH:15][N:6]2[C:7]3[C:12](=[CH:11][CH:10]=[CH:9][CH:8]=3)[C:13]([OH:14])=[C:4]([C:3]3[NH:23][C:24]4[S:25][CH:26]=[C:27]([CH2:33][O:34][CH2:35][O:36][CH3:37])[C:28]=4[S:29](=[O:31])(=[O:30])[N:32]=3)[C:5]2=[O:20])[CH2:18][CH2:19]1. The yield is 0.520. (4) The reactants are [CH3:1][O:2][C:3]1[CH:12]=[C:11]2[C:6]([C:7]([CH3:15])([CH3:14])[CH2:8][CH2:9][C:10]2=O)=[CH:5][C:4]=1[CH3:16].C[Mg+].[Br-].[CH2:20](OCC)C. The catalyst is O1CCCC1. The product is [CH3:1][O:2][C:3]1[CH:12]=[C:11]2[C:6](=[CH:5][C:4]=1[CH3:16])[C:7]([CH3:15])([CH3:14])[CH2:8][CH:9]=[C:10]2[CH3:20]. The yield is 0.800. (5) The reactants are C1(C)C=CC(S(O)(=O)=O)=CC=1.C1C=CC=CC=1.[Cl-].[N:19]1[CH:24]=[CH:23][C:22]([N+:19]2[CH:24]=[CH:23][CH:22]=[CH:21][CH:20]=2)=[CH:21][CH:20]=1.[NH2:31][C:32]1[CH:40]=[CH:39][C:35]([C:36]([OH:38])=[O:37])=[CH:34][CH:33]=1. The catalyst is CC(O)=O.CN1CCCC1=O. The product is [N:19]1[CH:24]=[CH:23][C:22]([NH:31][C:32]2[CH:40]=[CH:39][C:35]([C:36]([OH:38])=[O:37])=[CH:34][CH:33]=2)=[CH:21][CH:20]=1. The yield is 0.320. (6) The reactants are Cl.[Sn](Cl)Cl.[Cl:5][C:6]1[CH:11]=[CH:10][C:9]([N:12]2[CH2:17][CH2:16][CH2:15][CH2:14][CH2:13]2)=[C:8]([N+:18]([O-])=O)[CH:7]=1.C(=O)(O)[O-].[Na+]. The catalyst is CO. The product is [Cl:5][C:6]1[CH:11]=[CH:10][C:9]([N:12]2[CH2:17][CH2:16][CH2:15][CH2:14][CH2:13]2)=[C:8]([CH:7]=1)[NH2:18]. The yield is 0.943.